Dataset: Forward reaction prediction with 1.9M reactions from USPTO patents (1976-2016). Task: Predict the product of the given reaction. (1) Given the reactants Cl.[NH:2]1[C:6]2[CH:7]=[CH:8][CH:9]=[CH:10][C:5]=2[N:4]=[C:3]1[N:11]1[C:15](=[O:16])[CH:14]=[C:13]([C:17]2[CH:22]=[CH:21][CH:20]=[CH:19][CH:18]=2)[NH:12]1.CO[CH:25](OC)[N:26]([CH3:28])[CH3:27], predict the reaction product. The product is: [NH:4]1[C:5]2[CH:10]=[CH:9][CH:8]=[CH:7][C:6]=2[N:2]=[C:3]1[N:11]1[C:15](=[O:16])[C:14](=[CH:25][N:26]([CH3:28])[CH3:27])[C:13]([C:17]2[CH:22]=[CH:21][CH:20]=[CH:19][CH:18]=2)=[N:12]1. (2) Given the reactants [CH:1]([C:3]1[CH:4]=[N:5][N:6]([CH3:17])[C:7]=1[C:8]1[CH:9]=[C:10]([C:13]([O:15][CH3:16])=[O:14])[S:11][CH:12]=1)=[CH2:2], predict the reaction product. The product is: [CH2:1]([C:3]1[CH:4]=[N:5][N:6]([CH3:17])[C:7]=1[C:8]1[CH:9]=[C:10]([C:13]([O:15][CH3:16])=[O:14])[S:11][CH:12]=1)[CH3:2].